Dataset: Catalyst prediction with 721,799 reactions and 888 catalyst types from USPTO. Task: Predict which catalyst facilitates the given reaction. (1) Reactant: C[Si](C)(C)[O:3][C:4]([C:6]1[NH:7][CH:8]=[CH:9][CH:10]=1)=[CH2:5].[Br:13]N1C(=O)CCC1=O. Product: [Br:13][CH2:3][C:4]([C:6]1[NH:7][CH:8]=[CH:9][CH:10]=1)=[O:5]. The catalyst class is: 124. (2) The catalyst class is: 8. Reactant: [CH3:1][CH2:2][CH2:3][C:4]1[C:5]2[N:14]=[C:13]([C:15]3[CH:16]=[C:17]([S:25]([NH:28][CH2:29][CH2:30][CH:31]4[N:35]([CH3:36])[CH2:34][CH2:33][CH2:32]4)(=[O:27])=[O:26])[CH:18]=[CH:19][C:20]=3[O:21][CH2:22][CH2:23][CH3:24])[NH:12][C:10](=[O:11])[C:6]=2[N:7]([CH3:9])[N:8]=1.Cl. Product: [CH3:1][CH2:2][CH2:3][C:4]1[C:5]2[N:14]=[C:13]([C:15]3[CH:16]=[C:17]([S:25]([NH:28][CH2:29][CH2:30][CH:31]4[N:35]([CH3:36])[CH2:34][CH2:33][CH2:32]4)(=[O:27])=[O:26])[CH:18]=[CH:19][C:20]=3[O:21][CH2:22][CH2:23][CH3:24])[NH:12][C:10](=[O:11])[C:6]=2[N:7]([CH3:9])[N:8]=1. (3) The catalyst class is: 12. Reactant: [Br:1][C:2]1[CH:3]=[CH:4][C:5]([F:21])=[C:6]([C@@:8]2([CH3:20])[NH:16][C:15](=O)[C:11]3([CH2:14][CH2:13][CH2:12]3)[S:10](=[O:19])(=[O:18])[CH2:9]2)[CH:7]=1.COC1C=CC(P2(SP(C3C=CC(OC)=CC=3)(=S)S2)=[S:31])=CC=1.C([O-])(O)=O.[Na+]. Product: [Br:1][C:2]1[CH:3]=[CH:4][C:5]([F:21])=[C:6]([C@@:8]2([CH3:20])[NH:16][C:15](=[S:31])[C:11]3([CH2:14][CH2:13][CH2:12]3)[S:10](=[O:19])(=[O:18])[CH2:9]2)[CH:7]=1. (4) Reactant: [Cl:1][C:2]1[CH:10]=[CH:9][C:8]([C:11]2[N:12]([CH3:23])[C:13]3[C:18]([CH:19]=2)=[CH:17][CH:16]=[C:15]([C:20]([OH:22])=O)[CH:14]=3)=[C:7]2[C:3]=1[CH2:4][NH:5][C:6]2=[O:24].CCN=C=NCCCN(C)C.C1C=C2N=NN(O)C2=CC=1.O.[OH:47][CH2:48][CH2:49][N:50]1[CH2:55][CH2:54][NH:53][CH2:52][CH2:51]1. Product: [Cl:1][C:2]1[CH:10]=[CH:9][C:8]([C:11]2[N:12]([CH3:23])[C:13]3[C:18]([CH:19]=2)=[CH:17][CH:16]=[C:15]([C:20]([N:53]2[CH2:54][CH2:55][N:50]([CH2:49][CH2:48][OH:47])[CH2:51][CH2:52]2)=[O:22])[CH:14]=3)=[C:7]2[C:3]=1[CH2:4][NH:5][C:6]2=[O:24]. The catalyst class is: 248. (5) Reactant: [NH:1]1[C:5]2[CH:6]=[CH:7][CH:8]=[CH:9][C:4]=2[N:3]=[N:2]1.[C:10]1(C)[CH:15]=CC=C[CH:11]=1.[F:17][C:18]([F:27])([F:26])[C:19]1[CH:25]=[CH:24][C:22]([NH2:23])=[CH:21][CH:20]=1.C(=O)CC. Product: [N:1]1([CH:11]([NH:23][C:22]2[CH:24]=[CH:25][C:19]([C:18]([F:26])([F:27])[F:17])=[CH:20][CH:21]=2)[CH2:10][CH3:15])[C:5]2[CH:6]=[CH:7][CH:8]=[CH:9][C:4]=2[N:3]=[N:2]1. The catalyst class is: 194. (6) Reactant: [CH3:1][C:2]1[S:12][C:5]2[N:6]=[C:7]([CH3:11])[CH:8]=[C:9]([NH2:10])[C:4]=2[C:3]=1[C:13]1[CH:18]=[CH:17][CH:16]=[C:15]([O:19][CH3:20])[CH:14]=1.[Li+].C[Si]([N-][Si](C)(C)C)(C)C.[CH:31]1([S:37](Cl)(=[O:39])=[O:38])[CH2:36][CH2:35][CH2:34][CH2:33][CH2:32]1. Product: [CH3:1][C:2]1[S:12][C:5]2=[N:6][C:7]([CH3:11])=[CH:8][C:9]([NH:10][S:37]([CH:31]3[CH2:36][CH2:35][CH2:34][CH2:33][CH2:32]3)(=[O:39])=[O:38])=[C:4]2[C:3]=1[C:13]1[CH:18]=[CH:17][CH:16]=[C:15]([O:19][CH3:20])[CH:14]=1. The catalyst class is: 20. (7) Reactant: C([O:3][C:4]([C:6]1[CH:10]=[CH:9][N:8]([C:11]2[CH:16]=[CH:15][CH:14]=[C:13]([NH:17][C:18]3[CH:23]=[CH:22][C:21]([Cl:24])=[CH:20][CH:19]=3)[N:12]=2)[N:7]=1)=[O:5])C. Product: [Cl:24][C:21]1[CH:22]=[CH:23][C:18]([NH:17][C:13]2[N:12]=[C:11]([N:8]3[CH:9]=[CH:10][C:6]([C:4]([OH:5])=[O:3])=[N:7]3)[CH:16]=[CH:15][CH:14]=2)=[CH:19][CH:20]=1. The catalyst class is: 33. (8) Reactant: [CH3:1][N:2]1[CH2:8][CH2:7][CH2:6][N:5]([CH2:9][C:10]2[CH:38]=[CH:37][C:13]([C:14]([NH:16][C:17]3[CH:22]=[CH:21][C:20]([CH3:23])=[C:19]([NH:24][C:25]4[N:30]=[C:29]([C:31]5[CH:32]=[N:33][CH:34]=[CH:35][CH:36]=5)[CH:28]=[CH:27][N:26]=4)[CH:18]=3)=[O:15])=[CH:12][CH:11]=2)[CH2:4][CH2:3]1.[CH3:39][S:40]([OH:43])(=[O:42])=[O:41]. Product: [CH3:39][S:40]([OH:43])(=[O:42])=[O:41].[CH3:1][N:2]1[CH2:8][CH2:7][CH2:6][N:5]([CH2:9][C:10]2[CH:11]=[CH:12][C:13]([C:14]([NH:16][C:17]3[CH:22]=[CH:21][C:20]([CH3:23])=[C:19]([NH:24][C:25]4[N:30]=[C:29]([C:31]5[CH:32]=[N:33][CH:34]=[CH:35][CH:36]=5)[CH:28]=[CH:27][N:26]=4)[CH:18]=3)=[O:15])=[CH:37][CH:38]=2)[CH2:4][CH2:3]1. The catalyst class is: 8. (9) Reactant: [NH2:1][C:2]1[CH:7]=[CH:6][C:5]([Cl:8])=[CH:4][C:3]=1[C:9](=[O:14])[C:10]([F:13])([F:12])[F:11].[C:15]([O:21][C@H:22]([C:26]1[CH:31]=[CH:30][CH:29]=[CH:28][CH:27]=1)[C:23](Cl)=[O:24])(=[O:20])[C:16]([CH3:19])([CH3:18])[CH3:17].CN(C)C1C=CC=CC=1.Cl. Product: [C:15]([O:21][C@H:22]([C:26]1[CH:31]=[CH:30][CH:29]=[CH:28][CH:27]=1)[C:23]([NH:1][C:2]1[CH:7]=[CH:6][C:5]([Cl:8])=[CH:4][C:3]=1[C:9](=[O:14])[C:10]([F:13])([F:11])[F:12])=[O:24])(=[O:20])[C:16]([CH3:19])([CH3:18])[CH3:17]. The catalyst class is: 4.